This data is from Full USPTO retrosynthesis dataset with 1.9M reactions from patents (1976-2016). The task is: Predict the reactants needed to synthesize the given product. (1) Given the product [CH3:1][O:2][C:3]1[CH:8]=[CH:7][C:6]([C:9]2[C:10]([C:11]3[N:12]=[N:13][C:14]([O:17][CH3:18])=[CH:15][CH:16]=3)=[CH:28][N:21]=[C:22]([NH2:24])[N:23]=2)=[CH:5][CH:4]=1, predict the reactants needed to synthesize it. The reactants are: [CH3:1][O:2][C:3]1[CH:8]=[CH:7][C:6]([C:9](=O)[CH2:10][C:11]2[N:12]=[N:13][C:14]([O:17][CH3:18])=[CH:15][CH:16]=2)=[CH:5][CH:4]=1.Cl.[NH2:21][C:22]([NH2:24])=[NH:23].C[O-].[Na+].[C:28](OCC)(=O)C. (2) The reactants are: Cl.[NH2:2][CH2:3][C:4]([NH:6][CH:7]([C:14]1[CH:19]=[CH:18][C:17]([Cl:20])=[CH:16][CH:15]=1)[C:8]1[CH:13]=[CH:12][CH:11]=[CH:10][CH:9]=1)=[O:5].[CH3:21][O:22][C:23]1[CH:31]=[CH:30][C:26]([C:27](O)=[O:28])=[C:25]([CH3:32])[CH:24]=1. Given the product [Cl:20][C:17]1[CH:18]=[CH:19][C:14]([CH:7]([NH:6][C:4]([CH2:3][NH:2][C:27](=[O:28])[C:26]2[CH:30]=[CH:31][C:23]([O:22][CH3:21])=[CH:24][C:25]=2[CH3:32])=[O:5])[C:8]2[CH:13]=[CH:12][CH:11]=[CH:10][CH:9]=2)=[CH:15][CH:16]=1, predict the reactants needed to synthesize it. (3) The reactants are: Br[C:2]1[CH:12]=[N:11][C:5]2[NH:6][CH2:7][CH2:8][O:9][CH2:10][C:4]=2[CH:3]=1.CC1(C)C(C)(C)OB([C:21]2[CH:22]=[N:23][CH:24]=[C:25]([C:27]([F:30])([F:29])[F:28])[CH:26]=2)O1.[C:32]([O-:35])([O-])=O.[K+].[K+].CCO[C:41]([CH3:43])=[O:42]. Given the product [F:28][C:27]([F:30])([F:29])[C:25]1[CH:26]=[C:21]([C:2]2[CH:12]=[N:11][C:5]3[NH:6][CH2:7][CH2:8][O:9][CH2:10][C:4]=3[CH:3]=2)[CH:22]=[N:23][CH:24]=1.[F:28][C:27]([F:30])([F:29])[C:25]1[CH:26]=[C:21]([C:2]2[CH:12]=[N:11][C:5]3[NH:6][CH2:7][CH2:8][O:9][CH2:10][C:4]=3[CH:3]=2)[CH:22]=[N:23][CH:24]=1.[C:41]([N:23]=[C:32]=[O:35])(=[O:42])[C:43]1[CH:5]=[CH:4][CH:3]=[CH:2][CH:12]=1, predict the reactants needed to synthesize it. (4) Given the product [CH3:30][C:31]1[CH:39]=[C:38]([C:40]2[CH2:41][C:42]([C:49]3[CH:50]=[C:51]([Cl:57])[C:52]([Cl:56])=[C:53]([Cl:55])[CH:54]=3)([C:45]([F:46])([F:48])[F:47])[CH2:43][N:44]=2)[CH:37]=[CH:36][C:32]=1[C:33]([NH:6][CH:4]1[CH2:5][S:2][CH2:3]1)=[O:34], predict the reactants needed to synthesize it. The reactants are: Br.[S:2]1[CH2:5][CH:4]([NH2:6])[CH2:3]1.Cl.CN(C)CCCN=C=NCC.O.ON1C2C=CC=CC=2N=N1.[CH3:30][C:31]1[CH:39]=[C:38]([C:40]2[CH2:41][C:42]([C:49]3[CH:54]=[C:53]([Cl:55])[C:52]([Cl:56])=[C:51]([Cl:57])[CH:50]=3)([C:45]([F:48])([F:47])[F:46])[CH2:43][N:44]=2)[CH:37]=[CH:36][C:32]=1[C:33](O)=[O:34]. (5) Given the product [Cl:2][C:3]1[C:4]([CH3:53])=[C:5]([C:19]2[C:27]3[C:26]([O:28][C@H:29]([CH2:35][C:36]4[CH:41]=[CH:40][C:39]([F:42])=[CH:38][C:37]=4[OH:43])[C:30]([O:32][CH2:33][CH3:34])=[O:31])=[N:25][CH:24]=[N:23][C:22]=3[S:21][C:20]=2[C:47]2[O:48][C:49]([F:52])=[CH:50][CH:51]=2)[CH:6]=[CH:7][C:8]=1[O:9][CH2:10][CH2:11][N:12]1[CH2:17][CH2:16][N:15]([CH3:18])[CH2:14][CH2:13]1, predict the reactants needed to synthesize it. The reactants are: Cl.[Cl:2][C:3]1[C:4]([CH3:53])=[C:5]([C:19]2[C:27]3[C:26]([O:28][C@H:29]([CH2:35][C:36]4[CH:41]=[CH:40][C:39]([F:42])=[CH:38][C:37]=4[O:43]COC)[C:30]([O:32][CH2:33][CH3:34])=[O:31])=[N:25][CH:24]=[N:23][C:22]=3[S:21][C:20]=2[C:47]2[O:48][C:49]([F:52])=[CH:50][CH:51]=2)[CH:6]=[CH:7][C:8]=1[O:9][CH2:10][CH2:11][N:12]1[CH2:17][CH2:16][N:15]([CH3:18])[CH2:14][CH2:13]1.C([O-])(O)=O.[Na+]. (6) Given the product [CH2:15]1[N:11]2[C:2]3[CH:7]=[CH:6][CH:5]=[CH:4][C:3]=3[N:8]=[C:12]2[CH2:13][CH2:14]1, predict the reactants needed to synthesize it. The reactants are: I[C:2]1[CH:7]=[CH:6][CH:5]=[CH:4][C:3]=1[N+:8]([O-])=O.[NH:11]1[CH2:15][CH2:14][CH2:13][C:12]1=O.C1C=CC(P(C2C(C3C(P(C4C=CC=CC=4)C4C=CC=CC=4)=CC=C4C=3C=CC=C4)=C3C(C=CC=C3)=CC=2)C2C=CC=CC=2)=CC=1.C(=O)([O-])[O-].[Cs+].[Cs+]. (7) Given the product [CH2:1]([O:3][C:4]([CH:6]1[CH2:11][NH:10][CH2:9][CH2:8][NH:7]1)=[O:5])[CH3:2], predict the reactants needed to synthesize it. The reactants are: [CH2:1]([O:3][C:4]([CH:6]1[CH2:11][N:10](CC2C=CC=CC=2)[CH2:9][CH2:8][N:7]1CC1C=CC=CC=1)=[O:5])[CH3:2]. (8) Given the product [CH2:1]([O:3][C:4]1[CH:25]=[CH:24][CH:23]=[CH:22][C:5]=1[O:6][C@@H:7]1[CH2:12][CH2:11][CH2:10][N:9]([C:13]2[N:18]=[CH:17][C:16]([C:19]([NH:26][C@H:27]3[CH2:31][CH2:30][CH2:29][C@H:28]3[C:32]([OH:34])=[O:33])=[O:20])=[CH:15][N:14]=2)[CH2:8]1)[CH3:2], predict the reactants needed to synthesize it. The reactants are: [CH2:1]([O:3][C:4]1[CH:25]=[CH:24][CH:23]=[CH:22][C:5]=1[O:6][C@@H:7]1[CH2:12][CH2:11][CH2:10][N:9]([C:13]2[N:18]=[CH:17][C:16]([C:19](O)=[O:20])=[CH:15][N:14]=2)[CH2:8]1)[CH3:2].[NH2:26][C@H:27]1[CH2:31][CH2:30][CH2:29][C@H:28]1[C:32]([O:34]C)=[O:33].CN(C(ON1N=NC2C=CC=NC1=2)=[N+](C)C)C.F[P-](F)(F)(F)(F)F.[Li+].[OH-].